Dataset: NCI-60 drug combinations with 297,098 pairs across 59 cell lines. Task: Regression. Given two drug SMILES strings and cell line genomic features, predict the synergy score measuring deviation from expected non-interaction effect. (1) Drug 1: CC1=C(C=C(C=C1)C(=O)NC2=CC(=CC(=C2)C(F)(F)F)N3C=C(N=C3)C)NC4=NC=CC(=N4)C5=CN=CC=C5. Drug 2: C1=CC=C(C=C1)NC(=O)CCCCCCC(=O)NO. Cell line: MOLT-4. Synergy scores: CSS=41.2, Synergy_ZIP=2.67, Synergy_Bliss=1.13, Synergy_Loewe=-24.3, Synergy_HSA=-3.86. (2) Drug 1: CCN(CC)CCNC(=O)C1=C(NC(=C1C)C=C2C3=C(C=CC(=C3)F)NC2=O)C. Drug 2: C1CCC(C(C1)N)N.C(=O)(C(=O)[O-])[O-].[Pt+4]. Cell line: HCT116. Synergy scores: CSS=58.9, Synergy_ZIP=-2.99, Synergy_Bliss=-2.01, Synergy_Loewe=-1.12, Synergy_HSA=1.04. (3) Drug 2: C#CCC(CC1=CN=C2C(=N1)C(=NC(=N2)N)N)C3=CC=C(C=C3)C(=O)NC(CCC(=O)O)C(=O)O. Drug 1: C1CCC(C1)C(CC#N)N2C=C(C=N2)C3=C4C=CNC4=NC=N3. Synergy scores: CSS=-1.20, Synergy_ZIP=0.141, Synergy_Bliss=-1.91, Synergy_Loewe=-1.60, Synergy_HSA=-2.56. Cell line: NCI/ADR-RES. (4) Cell line: OVCAR-4. Drug 2: CC1C(C(CC(O1)OC2CC(CC3=C2C(=C4C(=C3O)C(=O)C5=C(C4=O)C(=CC=C5)OC)O)(C(=O)CO)O)N)O.Cl. Synergy scores: CSS=30.4, Synergy_ZIP=9.25, Synergy_Bliss=9.83, Synergy_Loewe=14.0, Synergy_HSA=11.5. Drug 1: CC1CCC2CC(C(=CC=CC=CC(CC(C(=O)C(C(C(=CC(C(=O)CC(OC(=O)C3CCCCN3C(=O)C(=O)C1(O2)O)C(C)CC4CCC(C(C4)OC)O)C)C)O)OC)C)C)C)OC.